Predict the product of the given reaction. From a dataset of Forward reaction prediction with 1.9M reactions from USPTO patents (1976-2016). (1) Given the reactants [C:1]([O:5][C:6]([N:8]([CH3:48])[C@H:9]([C:13]([NH:15][C@H:16]([C:20]([N:22]([C@@H:24]([C@@H:44]([CH3:47])[CH2:45][CH3:46])[C@H:25]([O:42][CH3:43])[CH2:26][C:27]([N:29]1[CH2:33][CH2:32][CH2:31][C@H:30]1[C@H:34]([O:40][CH3:41])[C@H:35]([C:37](O)=[O:38])[CH3:36])=[O:28])[CH3:23])=[O:21])[CH:17]([CH3:19])[CH3:18])=[O:14])[CH:10]([CH3:12])[CH3:11])=[O:7])([CH3:4])([CH3:3])[CH3:2].FC(F)(F)C(O)=O.[CH3:56][O:57][C:58](=[O:76])[C:59]1[CH:64]=[CH:63][C:62](/[CH:65]=[CH:66]/[C@@H:67]([NH2:75])[CH2:68][C:69]2[CH:74]=[CH:73][CH:72]=[CH:71][CH:70]=2)=[CH:61][CH:60]=1, predict the reaction product. The product is: [C:1]([O:5][C:6]([N:8]([CH3:48])[C@H:9]([C:13]([NH:15][C@H:16]([C:20]([N:22]([C@@H:24]([C@@H:44]([CH3:47])[CH2:45][CH3:46])[C@H:25]([O:42][CH3:43])[CH2:26][C:27]([N:29]1[CH2:33][CH2:32][CH2:31][C@H:30]1[C@H:34]([O:40][CH3:41])[C@@H:35]([CH3:36])[C:37]([NH:75][C@H:67](/[CH:66]=[CH:65]/[C:62]1[CH:61]=[CH:60][C:59]([C:58]([O:57][CH3:56])=[O:76])=[CH:64][CH:63]=1)[CH2:68][C:69]1[CH:70]=[CH:71][CH:72]=[CH:73][CH:74]=1)=[O:38])=[O:28])[CH3:23])=[O:21])[CH:17]([CH3:19])[CH3:18])=[O:14])[CH:10]([CH3:11])[CH3:12])=[O:7])([CH3:2])([CH3:4])[CH3:3]. (2) Given the reactants [Cl-].[Al+3].[Al+3].[Al+3].[Cl-].[Cl-].[Cl-].[Cl-].[Cl-].[Cl-].[Cl-].[Cl-].[O:13]1[CH:17]=[CH:16][CH:15]=[C:14]1[C:18](Cl)=[O:19].[F:21][C:22]1[CH:27]=[CH:26][C:25]([C:28]2[S:29][CH:30]=[CH:31][C:32]=2[CH2:33][C:34]([O:36][CH2:37][CH3:38])=[O:35])=[C:24]([O:39][CH3:40])[CH:23]=1.O, predict the reaction product. The product is: [F:21][C:22]1[CH:27]=[CH:26][C:25]([C:28]2[S:29][C:30]([C:18]([C:14]3[O:13][CH:17]=[CH:16][CH:15]=3)=[O:19])=[CH:31][C:32]=2[CH2:33][C:34]([O:36][CH2:37][CH3:38])=[O:35])=[C:24]([O:39][CH3:40])[CH:23]=1. (3) Given the reactants [CH3:1][O:2][C:3]1[CH:4]=[C:5]([NH:11][C:12]2[N:17]=[C:16]([N:18]3[C:22]([CH3:23])=[CH:21][C:20]([C:24]([F:27])([F:26])[F:25])=[N:19]3)[C:15]([C:28]3[CH:29]=[C:30]([C:34](O)=[O:35])[CH:31]=[N:32][CH:33]=3)=[CH:14][N:13]=2)[CH:6]=[C:7]([O:9][CH3:10])[CH:8]=1.[CH2:37]([N:39](CC)CC)C.Cl.CN.C(P1(=O)OP(CCC)(=O)OP(CCC)(=O)O1)CC, predict the reaction product. The product is: [CH3:1][O:2][C:3]1[CH:4]=[C:5]([NH:11][C:12]2[N:17]=[C:16]([N:18]3[C:22]([CH3:23])=[CH:21][C:20]([C:24]([F:26])([F:25])[F:27])=[N:19]3)[C:15]([C:28]3[CH:29]=[C:30]([C:34]([NH:39][CH3:37])=[O:35])[CH:31]=[N:32][CH:33]=3)=[CH:14][N:13]=2)[CH:6]=[C:7]([O:9][CH3:10])[CH:8]=1. (4) Given the reactants [CH2:1]([C:3]([C:14]1[CH:19]=[CH:18][C:17]([CH2:20][CH2:21][C:22](=[O:27])[C:23]([CH3:26])([CH3:25])[CH3:24])=[C:16]([CH3:28])[CH:15]=1)([C:6]1[CH:11]=[CH:10][C:9]([OH:12])=[C:8]([CH3:13])[CH:7]=1)[CH2:4][CH3:5])[CH3:2].[O:29](S(C(F)(F)F)(=O)=O)[S:30]([C:33]([F:36])([F:35])[F:34])(=O)=[O:31].N1C=CC=CC=1.C([O-])(O)=O.[Na+], predict the reaction product. The product is: [CH3:24][C:23]([CH3:26])([CH3:25])[C:22](=[O:27])[CH2:21][CH2:20][C:17]1[CH:18]=[CH:19][C:14]([C:3]([C:6]2[CH:11]=[CH:10][C:9]([O:12][S:30]([C:33]([F:36])([F:35])[F:34])(=[O:31])=[O:29])=[C:8]([CH3:13])[CH:7]=2)([CH2:4][CH3:5])[CH2:1][CH3:2])=[CH:15][C:16]=1[CH3:28]. (5) Given the reactants [CH:1]1[C:10]2[C:5](=[CH:6][CH:7]=[CH:8][CH:9]=2)[CH:4]=[CH:3][C:2]=1[S:11][CH2:12][CH2:13][CH2:14][CH2:15][CH2:16][CH2:17][C:18](=[O:23])[C:19](OC)=[O:20].[CH3:24][NH2:25], predict the reaction product. The product is: [CH3:24][NH:25][C:19](=[O:20])[C:18](=[O:23])[CH2:17][CH2:16][CH2:15][CH2:14][CH2:13][CH2:12][S:11][C:2]1[CH:3]=[CH:4][C:5]2[C:10](=[CH:9][CH:8]=[CH:7][CH:6]=2)[CH:1]=1. (6) Given the reactants [F:1][C:2]([F:13])([F:12])[CH:3]([C:5]1[CH:10]=[CH:9][CH:8]=[CH:7][C:6]=1I)[OH:4].[C:14]1([C:20]2[CH:24]=[CH:23][NH:22][N:21]=2)[CH:19]=[CH:18][CH:17]=[CH:16][CH:15]=1.C([O-])([O-])=O.[K+].[K+].CN[C@@H]1CCCC[C@H]1NC, predict the reaction product. The product is: [F:1][C:2]([F:13])([F:12])[CH:3]([C:5]1[CH:10]=[CH:9][CH:8]=[CH:7][C:6]=1[N:22]1[CH:23]=[CH:24][C:20]([C:14]2[CH:19]=[CH:18][CH:17]=[CH:16][CH:15]=2)=[N:21]1)[OH:4]. (7) The product is: [Cl:20][C:17]1[CH:18]=[CH:19][C:14]([C:5]2[C:6]3[C:11](=[CH:10][C:9]([O:12][CH3:13])=[CH:8][CH:7]=3)[C:2]([NH:21][CH:22]3[CH2:23][CH2:24][N:25]([CH2:28][C:29]4[CH:38]=[CH:37][C:36]5[C:31](=[CH:32][CH:33]=[CH:34][CH:35]=5)[CH:30]=4)[CH2:26][CH2:27]3)=[N:3][N:4]=2)=[CH:15][CH:16]=1. Given the reactants Cl[C:2]1[C:11]2[C:6](=[CH:7][CH:8]=[C:9]([O:12][CH3:13])[CH:10]=2)[C:5]([C:14]2[CH:19]=[CH:18][C:17]([Cl:20])=[CH:16][CH:15]=2)=[N:4][N:3]=1.[NH2:21][CH:22]1[CH2:27][CH2:26][N:25]([CH2:28][C:29]2[CH:38]=[CH:37][C:36]3[C:31](=[CH:32][CH:33]=[CH:34][CH:35]=3)[CH:30]=2)[CH2:24][CH2:23]1, predict the reaction product. (8) Given the reactants [H-].[Na+].[C:3]([O:7][C:8]([N:10]1[CH2:15][CH2:14][C@:13]([OH:28])([C:16]2[CH:21]=[CH:20][C:19]([CH2:22][O:23][CH2:24][CH2:25][O:26][CH3:27])=[CH:18][CH:17]=2)[C@@H:12]([OH:29])[CH2:11]1)=[O:9])([CH3:6])([CH3:5])[CH3:4].Br[CH2:31][C:32]1[CH:33]=[CH:34][C:35]2[O:40][CH2:39][C:38](=[O:41])[N:37]([CH2:42][CH2:43][CH2:44][O:45][CH3:46])[C:36]=2[CH:47]=1.C([O-])(O)=O.[Na+], predict the reaction product. The product is: [C:3]([O:7][C:8]([N:10]1[CH2:15][CH2:14][C@:13]([OH:28])([C:16]2[CH:21]=[CH:20][C:19]([CH2:22][O:23][CH2:24][CH2:25][O:26][CH3:27])=[CH:18][CH:17]=2)[C@@H:12]([O:29][CH2:31][C:32]2[CH:33]=[CH:34][C:35]3[O:40][CH2:39][C:38](=[O:41])[N:37]([CH2:42][CH2:43][CH2:44][O:45][CH3:46])[C:36]=3[CH:47]=2)[CH2:11]1)=[O:9])([CH3:6])([CH3:4])[CH3:5]. (9) Given the reactants [Cl:1][C:2]1[CH:7]=[CH:6][C:5]([C@H:8]2[N:15]3[C:11]([S:12][C:13]([C:19]([N:21]4[C@H:42]([CH3:43])[CH2:41][CH2:40][C@H:22]4[C:23]([N:25]4[CH2:29][C@@H:28]([CH2:30][F:31])[C@@H:27]([NH:32][C:33](=O)OC(C)(C)C)[CH2:26]4)=[O:24])=[O:20])=[C:14]3[CH:16]([CH3:18])[CH3:17])=[N:10][C@:9]2([C:45]2[CH:50]=[CH:49][C:48]([Cl:51])=[CH:47][CH:46]=2)[CH3:44])=[CH:4][CH:3]=1.[C:52]1(OC)C=CC=CC=1.Cl.O1CCOCC1.C=O.C(O)(=O)C.C([BH3-])#N.[Na+], predict the reaction product. The product is: [Cl:1][C:2]1[CH:7]=[CH:6][C:5]([C@H:8]2[N:15]3[C:11]([S:12][C:13]([C:19]([N:21]4[C@H:42]([CH3:43])[CH2:41][CH2:40][C@H:22]4[C:23]([N:25]4[CH2:29][C@@H:28]([CH2:30][F:31])[C@@H:27]([N:32]([CH3:33])[CH3:52])[CH2:26]4)=[O:24])=[O:20])=[C:14]3[CH:16]([CH3:18])[CH3:17])=[N:10][C@:9]2([C:45]2[CH:46]=[CH:47][C:48]([Cl:51])=[CH:49][CH:50]=2)[CH3:44])=[CH:4][CH:3]=1.